This data is from Forward reaction prediction with 1.9M reactions from USPTO patents (1976-2016). The task is: Predict the product of the given reaction. (1) Given the reactants Br[C:2]1[CH:3]=[C:4]2[C:9](=[CH:10][CH:11]=1)[C:8](=[O:12])[CH2:7][CH2:6]C2.[O:13]1[CH:17]=[CH:16][C:15](B2OC(C)(C)C(C)(C)O2)=[CH:14]1.C(Cl)Cl.C([O-])(O)=[O:31].[Na+], predict the reaction product. The product is: [O:13]1[CH:17]=[CH:16][C:15]([C:2]2[CH:11]=[CH:10][C:9]3[C:8](=[O:12])[CH2:7][CH2:6][O:31][C:4]=3[CH:3]=2)=[CH:14]1. (2) Given the reactants Cl.[CH3:2][O:3][C:4]1[CH:5]=[C:6]([C:12]2[C:13]([CH3:25])([CH3:24])[C:14](=[O:23])[N:15]([CH:17]3[CH2:22][CH2:21][NH:20][CH2:19][CH2:18]3)[N:16]=2)[CH:7]=[CH:8][C:9]=1[O:10][CH3:11].[CH3:26][C:27]1[CH:32]=[CH:31][CH:30]=[CH:29][C:28]=1[S:33](Cl)(=[O:35])=[O:34], predict the reaction product. The product is: [CH3:2][O:3][C:4]1[CH:5]=[C:6]([C:12]2[C:13]([CH3:25])([CH3:24])[C:14](=[O:23])[N:15]([CH:17]3[CH2:22][CH2:21][N:20]([S:33]([C:28]4[CH:29]=[CH:30][CH:31]=[CH:32][C:27]=4[CH3:26])(=[O:35])=[O:34])[CH2:19][CH2:18]3)[N:16]=2)[CH:7]=[CH:8][C:9]=1[O:10][CH3:11].